From a dataset of Full USPTO retrosynthesis dataset with 1.9M reactions from patents (1976-2016). Predict the reactants needed to synthesize the given product. (1) Given the product [C:1]([O:5][C:6]([N:8]1[CH2:9][CH:10]([S:18][CH3:17])[CH2:11]1)=[O:7])([CH3:2])([CH3:3])[CH3:4], predict the reactants needed to synthesize it. The reactants are: [C:1]([O:5][C:6]([N:8]1[CH2:11][CH:10](OS(C)(=O)=O)[CH2:9]1)=[O:7])([CH3:4])([CH3:3])[CH3:2].[CH3:17][S-:18].[Na+]. (2) Given the product [CH3:1][O:2][C:3]1[C:4]([CH3:41])=[C:5]([CH:38]=[CH:39][CH:40]=1)[O:6][C:7]1[C:16]([C:15]([NH:14][CH2:18][C:19]2[CH:20]=[CH:21][C:22]([O:25][CH3:26])=[CH:23][CH:24]=2)=[O:17])=[C:11]([NH:12][C:28]2[CH:33]=[CH:32][C:31]([I:34])=[CH:30][C:29]=2[F:35])[N:10]([CH3:36])[C:9](=[O:37])[CH:8]=1, predict the reactants needed to synthesize it. The reactants are: [CH3:1][O:2][C:3]1[C:4]([CH3:41])=[C:5]([CH:38]=[CH:39][CH:40]=1)[O:6][C:7]1[C:16]2[C:15](=[O:17])[N:14]([CH2:18][C:19]3[CH:24]=[CH:23][C:22]([O:25][CH3:26])=[CH:21][CH:20]=3)C(=O)[N:12]([C:28]3[CH:33]=[CH:32][C:31]([I:34])=[CH:30][C:29]=3[F:35])[C:11]=2[N:10]([CH3:36])[C:9](=[O:37])[CH:8]=1.[OH-].[Li+].C(OCC)(=O)C. (3) The reactants are: [Cl:1][C:2]1[CH:7]=[CH:6][C:5]([C@H:8]2[C@@H:13]([C:14]3[CH:19]=[CH:18][C:17]([Cl:20])=[CH:16][CH:15]=3)[N:12]([C@H:21]([CH2:25][CH2:26][CH3:27])[C:22]([NH2:24])=O)[C:11](=[O:28])[C@H:10]([CH2:29][C:30]3[CH:35]=[CH:34][C:33]([I:36])=[C:32]([F:37])[CH:31]=3)[O:9]2)=[CH:4][CH:3]=1.C(N(CC)CC)C.FC(F)(F)C(OC(=O)C(F)(F)F)=O. Given the product [Cl:1][C:2]1[CH:7]=[CH:6][C:5]([C@H:8]2[C@@H:13]([C:14]3[CH:15]=[CH:16][C:17]([Cl:20])=[CH:18][CH:19]=3)[N:12]([C@H:21]([CH2:25][CH2:26][CH3:27])[C:22]#[N:24])[C:11](=[O:28])[C@H:10]([CH2:29][C:30]3[CH:35]=[CH:34][C:33]([I:36])=[C:32]([F:37])[CH:31]=3)[O:9]2)=[CH:4][CH:3]=1, predict the reactants needed to synthesize it.